Task: Predict which catalyst facilitates the given reaction.. Dataset: Catalyst prediction with 721,799 reactions and 888 catalyst types from USPTO (1) Reactant: Br[C:2]1[CH2:6][CH2:5][CH2:4][C:3]=1[N:7]1[C:15]2[CH:14]=[CH:13][C:12]([CH3:16])=[CH:11][C:10]=2[C:9]2[CH2:17][N:18]([CH3:21])[CH2:19][CH2:20][C:8]1=2.[CH3:22][N:23]1[C:27](B2OC(C)(C)C(C)(C)O2)=[CH:26][CH:25]=[N:24]1.C(=O)([O-])[O-].[K+].[K+]. Product: [CH3:21][N:18]1[CH2:19][CH2:20][C:8]2[N:7]([C:3]3[CH2:4][CH2:5][CH2:6][C:2]=3[C:27]3[N:23]([CH3:22])[N:24]=[CH:25][CH:26]=3)[C:15]3[CH:14]=[CH:13][C:12]([CH3:16])=[CH:11][C:10]=3[C:9]=2[CH2:17]1. The catalyst class is: 108. (2) Reactant: [CH3:1][C:2]1([CH3:21])[C:11]2[C:6](=[C:7]([CH2:12][O:13][CH:14]3[CH2:19][CH2:18][CH2:17][CH2:16][O:15]3)[CH:8]=[CH:9][CH:10]=2)[NH:5][C:4](=[O:20])[CH2:3]1.[H-].[Na+].Cl[CH2:25][O:26][CH2:27][CH2:28][Si:29]([CH3:32])([CH3:31])[CH3:30]. Product: [CH3:1][C:2]1([CH3:21])[C:11]2[C:6](=[C:7]([CH2:12][O:13][CH:14]3[CH2:19][CH2:18][CH2:17][CH2:16][O:15]3)[CH:8]=[CH:9][CH:10]=2)[N:5]([CH2:25][O:26][CH2:27][CH2:28][Si:29]([CH3:32])([CH3:31])[CH3:30])[C:4](=[O:20])[CH2:3]1. The catalyst class is: 35. (3) Reactant: [Cl:1][C:2]1[CH:10]=[C:9]2[C:5]([CH2:6][C:7](=[O:11])[NH:8]2)=[CH:4][CH:3]=1.[S:12]1[CH:16]=[CH:15][C:14]([CH:17]=O)=[CH:13]1.N1CCCCC1. Product: [Cl:1][C:2]1[CH:10]=[C:9]2[C:5](/[C:6](=[CH:17]/[C:14]3[CH:15]=[CH:16][S:12][CH:13]=3)/[C:7](=[O:11])[NH:8]2)=[CH:4][CH:3]=1. The catalyst class is: 5. (4) Reactant: [OH:1][C:2]1[CH:3]=[C:4]2[C:9](=[CH:10][CH:11]=1)[CH:8]=[C:7](C(O)=O)[CH:6]=[CH:5]2.C([N:17]([CH2:20]C)CC)C.C1C=CC(P(N=[N+]=[N-])(C2C=CC=CC=2)=[O:29])=CC=1.[CH2:39]([OH:41])[CH3:40]. Product: [CH2:39]([O:41][C:20](=[O:29])[NH:17][C:7]1[CH:6]=[CH:5][C:4]2[C:9](=[CH:10][CH:11]=[C:2]([OH:1])[CH:3]=2)[CH:8]=1)[CH3:40]. The catalyst class is: 12. (5) Reactant: [C:1]([CH2:4][CH2:5][C:6]1[C:10]([CH3:11])=[C:9]([CH:12]=O)[NH:8][C:7]=1[CH3:14])([OH:3])=[O:2].[C:15]1([C:21]2[CH:29]=[C:28]3[C:24]([CH2:25][C:26](=[O:30])[NH:27]3)=[CH:23][CH:22]=2)[CH:20]=[CH:19][CH:18]=[CH:17][CH:16]=1. Product: [CH3:14][C:7]1[NH:8][C:9]([CH:12]=[C:25]2[C:24]3[C:28](=[CH:29][C:21]([C:15]4[CH:20]=[CH:19][CH:18]=[CH:17][CH:16]=4)=[CH:22][CH:23]=3)[NH:27][C:26]2=[O:30])=[C:10]([CH3:11])[C:6]=1[CH2:5][CH2:4][C:1]([OH:3])=[O:2]. The catalyst class is: 495. (6) Reactant: N1C=CC=CC=1.[NH2:7][C:8]1[CH:9]=[C:10]([CH:27]=[CH:28][C:29]=1[CH3:30])[C:11]([N:13]1[CH2:18][CH2:17][CH:16]([C:19]2[CH:26]=[CH:25][C:22]([C:23]#[N:24])=[CH:21][CH:20]=2)[CH2:15][CH2:14]1)=[O:12].[CH3:31][S:32](Cl)(=[O:34])=[O:33]. Product: [C:23]([C:22]1[CH:21]=[CH:20][C:19]([CH:16]2[CH2:15][CH2:14][N:13]([C:11]([C:10]3[CH:27]=[CH:28][C:29]([CH3:30])=[C:8]([NH:7][S:32]([CH3:31])(=[O:34])=[O:33])[CH:9]=3)=[O:12])[CH2:18][CH2:17]2)=[CH:26][CH:25]=1)#[N:24]. The catalyst class is: 2.